From a dataset of NCI-60 drug combinations with 297,098 pairs across 59 cell lines. Regression. Given two drug SMILES strings and cell line genomic features, predict the synergy score measuring deviation from expected non-interaction effect. Drug 1: CN1C(=O)N2C=NC(=C2N=N1)C(=O)N. Drug 2: CC(C)NC(=O)C1=CC=C(C=C1)CNNC.Cl. Cell line: SF-268. Synergy scores: CSS=-4.13, Synergy_ZIP=4.63, Synergy_Bliss=5.94, Synergy_Loewe=1.01, Synergy_HSA=-0.497.